Dataset: Catalyst prediction with 721,799 reactions and 888 catalyst types from USPTO. Task: Predict which catalyst facilitates the given reaction. (1) Reactant: [Cl:1][C:2]1[N:10]=[C:9]2[C:5]([N:6]=[CH:7][N:8]2[CH:11]([CH3:14])[CH2:12][CH3:13])=[C:4](Cl)[N:3]=1.C(O)CCC.[F:21][C:22]([F:32])([F:31])[O:23][C:24]1[CH:29]=[CH:28][C:27]([NH2:30])=[CH:26][CH:25]=1. Product: [Cl:1][C:2]1[N:10]=[C:9]2[C:5]([N:6]=[CH:7][N:8]2[CH:11]([CH3:14])[CH2:12][CH3:13])=[C:4]([NH:30][C:27]2[CH:28]=[CH:29][C:24]([O:23][C:22]([F:21])([F:31])[F:32])=[CH:25][CH:26]=2)[N:3]=1. The catalyst class is: 32. (2) Reactant: [C:1]1([C:7]2[C:8]([C:13]([O:15]C)=[O:14])=[N:9][CH:10]=[CH:11][CH:12]=2)[CH:6]=[CH:5][CH:4]=[CH:3][CH:2]=1.[OH-].[K+].P(=O)(O)(O)O. Product: [C:1]1([C:7]2[C:8]([C:13]([OH:15])=[O:14])=[N:9][CH:10]=[CH:11][CH:12]=2)[CH:2]=[CH:3][CH:4]=[CH:5][CH:6]=1. The catalyst class is: 40. (3) Reactant: [NH2:1][C:2]1[CH:7]=[CH:6][CH:5]=[CH:4][C:3]=1[S:8][CH2:9][C@H:10]([NH:14][C:15]([O:17][C:18]([CH3:21])([CH3:20])[CH3:19])=[O:16])[C:11](O)=[O:12].Cl.C(N=C=NCCCN(C)C)C.CN1CCOCC1. Product: [C:18]([O:17][C:15](=[O:16])[NH:14][C@H:10]1[CH2:9][S:8][C:3]2[CH:4]=[CH:5][CH:6]=[CH:7][C:2]=2[NH:1][C:11]1=[O:12])([CH3:21])([CH3:20])[CH3:19]. The catalyst class is: 2.